Predict the reactants needed to synthesize the given product. From a dataset of Full USPTO retrosynthesis dataset with 1.9M reactions from patents (1976-2016). (1) Given the product [CH3:1][O:2][C:3]1[CH:4]=[C:5]([CH2:9][CH2:10][C:11]2[CH:12]=[C:13]([NH:16][C:17]([C:19]3[CH:20]=[CH:21][C:22]([C:25]([O:27][CH3:32])=[O:26])=[N:23][CH:24]=3)=[O:18])[NH:14][N:15]=2)[CH:6]=[CH:7][CH:8]=1, predict the reactants needed to synthesize it. The reactants are: [CH3:1][O:2][C:3]1[CH:4]=[C:5]([CH2:9][CH2:10][C:11]2[CH:12]=[C:13]([NH:16][C:17]([C:19]3[CH:20]=[CH:21][C:22]([C:25]([OH:27])=[O:26])=[N:23][CH:24]=3)=[O:18])[NH:14][N:15]=2)[CH:6]=[CH:7][CH:8]=1.S(Cl)(Cl)=O.[CH2:32](OCC)C. (2) Given the product [N:22]1[CH:21]=[C:20]([C:18]2[C:17]3[CH2:16][CH2:15][CH2:14][CH2:13][C:12]=3[N:11]=[C:10]([O:9][CH2:8][C:6]3[N:7]=[C:2]([NH2:26])[CH:3]=[CH:4][CH:5]=3)[CH:19]=2)[CH:25]=[N:24][CH:23]=1, predict the reactants needed to synthesize it. The reactants are: F[C:2]1[N:7]=[C:6]([CH2:8][O:9][C:10]2[CH:19]=[C:18]([C:20]3[CH:21]=[N:22][CH:23]=[N:24][CH:25]=3)[C:17]3[CH2:16][CH2:15][CH2:14][CH2:13][C:12]=3[N:11]=2)[CH:5]=[CH:4][CH:3]=1.[NH3:26].CO.